From a dataset of Full USPTO retrosynthesis dataset with 1.9M reactions from patents (1976-2016). Predict the reactants needed to synthesize the given product. Given the product [Br:8][C:6]1[N:7]=[C:2]([N:4]2[CH2:5][CH2:10][O:13][CH2:2][CH2:3]2)[C:3]([NH2:9])=[N:4][CH:5]=1, predict the reactants needed to synthesize it. The reactants are: Br[C:2]1[C:3]([NH2:9])=[N:4][CH:5]=[C:6]([Br:8])[N:7]=1.[C:10](=[O:13])([O-])[O-].[Cs+].[Cs+].